From a dataset of NCI-60 drug combinations with 297,098 pairs across 59 cell lines. Regression. Given two drug SMILES strings and cell line genomic features, predict the synergy score measuring deviation from expected non-interaction effect. (1) Drug 1: C1=CC(=CC=C1CCC2=CNC3=C2C(=O)NC(=N3)N)C(=O)NC(CCC(=O)O)C(=O)O. Drug 2: C#CCC(CC1=CN=C2C(=N1)C(=NC(=N2)N)N)C3=CC=C(C=C3)C(=O)NC(CCC(=O)O)C(=O)O. Cell line: NCIH23. Synergy scores: CSS=6.24, Synergy_ZIP=3.62, Synergy_Bliss=7.00, Synergy_Loewe=5.07, Synergy_HSA=5.18. (2) Drug 1: CC1=C(C(CCC1)(C)C)C=CC(=CC=CC(=CC(=O)O)C)C. Drug 2: CN(C(=O)NC(C=O)C(C(C(CO)O)O)O)N=O. Cell line: SF-295. Synergy scores: CSS=3.01, Synergy_ZIP=-2.16, Synergy_Bliss=-3.62, Synergy_Loewe=-1.12, Synergy_HSA=-2.05. (3) Drug 1: C1=CC(=CC=C1CC(C(=O)O)N)N(CCCl)CCCl.Cl. Drug 2: C1CN1P(=S)(N2CC2)N3CC3. Cell line: HOP-92. Synergy scores: CSS=12.3, Synergy_ZIP=-4.13, Synergy_Bliss=-2.12, Synergy_Loewe=-1.65, Synergy_HSA=-0.387. (4) Synergy scores: CSS=5.90, Synergy_ZIP=-1.43, Synergy_Bliss=-1.13, Synergy_Loewe=-1.89, Synergy_HSA=-2.21. Drug 1: CCC1(CC2CC(C3=C(CCN(C2)C1)C4=CC=CC=C4N3)(C5=C(C=C6C(=C5)C78CCN9C7C(C=CC9)(C(C(C8N6C)(C(=O)OC)O)OC(=O)C)CC)OC)C(=O)OC)O.OS(=O)(=O)O. Drug 2: CCN(CC)CCCC(C)NC1=C2C=C(C=CC2=NC3=C1C=CC(=C3)Cl)OC. Cell line: UO-31. (5) Drug 1: C1=CN(C(=O)N=C1N)C2C(C(C(O2)CO)O)O.Cl. Drug 2: COC1=NC(=NC2=C1N=CN2C3C(C(C(O3)CO)O)O)N. Cell line: NCI/ADR-RES. Synergy scores: CSS=42.5, Synergy_ZIP=-4.34, Synergy_Bliss=-2.66, Synergy_Loewe=-48.1, Synergy_HSA=-1.28. (6) Drug 1: CC1=C(C(CCC1)(C)C)C=CC(=CC=CC(=CC(=O)O)C)C. Drug 2: CS(=O)(=O)OCCCCOS(=O)(=O)C. Cell line: NCI-H460. Synergy scores: CSS=11.0, Synergy_ZIP=-4.17, Synergy_Bliss=0.225, Synergy_Loewe=0.0649, Synergy_HSA=-1.38. (7) Drug 1: CC1=C2C(C(=O)C3(C(CC4C(C3C(C(C2(C)C)(CC1OC(=O)C(C(C5=CC=CC=C5)NC(=O)OC(C)(C)C)O)O)OC(=O)C6=CC=CC=C6)(CO4)OC(=O)C)OC)C)OC. Drug 2: C1=CN(C(=O)N=C1N)C2C(C(C(O2)CO)O)O.Cl. Cell line: HT29. Synergy scores: CSS=51.8, Synergy_ZIP=-3.57, Synergy_Bliss=-6.00, Synergy_Loewe=-5.57, Synergy_HSA=-2.14.